This data is from Full USPTO retrosynthesis dataset with 1.9M reactions from patents (1976-2016). The task is: Predict the reactants needed to synthesize the given product. (1) Given the product [ClH:30].[N:18]1[CH:23]=[CH:22][C:21]([N:24]2[CH2:25][CH2:26][CH:27]([C:28]([NH:16][C:11]3[CH:12]=[CH:13][CH:14]=[CH:15][C:10]=3[C:9]([NH:8][C:5]3[CH:4]=[CH:3][C:2]([F:1])=[CH:7][CH:6]=3)=[O:17])=[O:29])[CH2:31][CH2:32]2)=[CH:20][CH:19]=1, predict the reactants needed to synthesize it. The reactants are: [F:1][C:2]1[CH:7]=[CH:6][C:5]([NH:8][C:9](=[O:17])[C:10]2[CH:15]=[CH:14][CH:13]=[CH:12][C:11]=2[NH2:16])=[CH:4][CH:3]=1.[N:18]1[CH:23]=[CH:22][C:21]([N:24]2[CH2:32][CH2:31][CH:27]([C:28]([Cl:30])=[O:29])[CH2:26][CH2:25]2)=[CH:20][CH:19]=1. (2) Given the product [F:26][C:27]1[CH:32]=[CH:31][C:30]([S:33]([N:23]2[CH2:24][CH2:25][CH:20]([C:11]3[C:10]4[C:14](=[C:15]([C:17]([NH2:19])=[O:18])[CH:16]=[C:8]([C:5]5[CH:4]=[CH:3][C:2]([Cl:1])=[CH:7][CH:6]=5)[CH:9]=4)[NH:13][CH:12]=3)[CH2:21][CH2:22]2)(=[O:35])=[O:34])=[CH:29][CH:28]=1, predict the reactants needed to synthesize it. The reactants are: [Cl:1][C:2]1[CH:7]=[CH:6][C:5]([C:8]2[CH:9]=[C:10]3[C:14](=[C:15]([C:17]([NH2:19])=[O:18])[CH:16]=2)[NH:13][CH:12]=[C:11]3[CH:20]2[CH2:25][CH2:24][NH:23][CH2:22][CH2:21]2)=[CH:4][CH:3]=1.[F:26][C:27]1[CH:32]=[CH:31][C:30]([S:33](Cl)(=[O:35])=[O:34])=[CH:29][CH:28]=1.C(N(CC)CC)C. (3) Given the product [CH2:64]([S:71][C:8]1[CH:7]=[C:6]2[C:11]([C:2]([Br:1])=[CH:3][N:4]=[CH:5]2)=[CH:10][CH:9]=1)[C:65]1[CH:70]=[CH:69][CH:68]=[CH:67][CH:66]=1, predict the reactants needed to synthesize it. The reactants are: [Br:1][C:2]1[C:11]2[C:6](=[CH:7][C:8](Br)=[CH:9][CH:10]=2)[CH:5]=[N:4][CH:3]=1.CCN(C(C)C)C(C)C.CC1(C)C2C(=C(P(C3C=CC=CC=3)C3C=CC=CC=3)C=CC=2)OC2C(P(C3C=CC=CC=3)C3C=CC=CC=3)=CC=CC1=2.[CH2:64]([SH:71])[C:65]1[CH:70]=[CH:69][CH:68]=[CH:67][CH:66]=1. (4) Given the product [CH3:1][Si:2]([CH3:21])([CH3:20])[CH2:3][CH2:4][O:5][CH2:6][N:7]1[C:15]2[CH:14]=[C:13]([CH2:16][OH:17])[N:12]=[CH:11][C:10]=2[N:9]=[N:8]1, predict the reactants needed to synthesize it. The reactants are: [CH3:1][Si:2]([CH3:21])([CH3:20])[CH2:3][CH2:4][O:5][CH2:6][N:7]1[C:15]2[CH:14]=[C:13]([C:16](OC)=[O:17])[N:12]=[CH:11][C:10]=2[N:9]=[N:8]1.[BH4-].[Na+]. (5) Given the product [C:22]([O:26][C:27]([N:29]1[CH2:30][CH:31]2[CH:35]([CH2:34][N:33]([CH2:2][C:3]3[N:4]=[C:5]([Cl:15])[CH:6]=[C:7]([N:9]4[CH2:14][CH2:13][O:12][CH2:11][CH2:10]4)[N:8]=3)[CH2:32]2)[CH2:36]1)=[O:28])([CH3:25])([CH3:23])[CH3:24], predict the reactants needed to synthesize it. The reactants are: Br[CH2:2][C:3]1[N:8]=[C:7]([N:9]2[CH2:14][CH2:13][O:12][CH2:11][CH2:10]2)[CH:6]=[C:5]([Cl:15])[N:4]=1.C(=O)([O-])[O-].[K+].[K+].[C:22]([O:26][C:27]([N:29]1[CH2:36][CH:35]2[CH:31]([CH2:32][NH:33][CH2:34]2)[CH2:30]1)=[O:28])([CH3:25])([CH3:24])[CH3:23]. (6) Given the product [CH3:17][C:16]1[CH:15]=[CH:14][S:13][C:12]=1[C:10]1[C:9](=[O:18])[NH:8][C:7](=[O:19])[N:6]([CH2:5][CH2:4][CH2:3][CH:2]=[O:1])[CH:11]=1, predict the reactants needed to synthesize it. The reactants are: [OH:1][CH2:2][CH2:3][CH2:4][CH2:5][N:6]1[CH:11]=[C:10]([C:12]2[S:13][CH:14]=[CH:15][C:16]=2[CH3:17])[C:9](=[O:18])[NH:8][C:7]1=[O:19].CC(OI1(OC(C)=O)(OC(C)=O)OC(=O)C2C=CC=CC1=2)=O.C(OCC)(=O)C. (7) Given the product [CH2:1]([O:8][C:9]1[C:10]2[N:11]([N:16]=[CH:17][CH:18]=2)[CH:12]=[C:13]([C:23]2[CH:22]=[N:21][N:20]([CH3:19])[CH:24]=2)[CH:14]=1)[C:2]1[CH:7]=[CH:6][CH:5]=[CH:4][CH:3]=1, predict the reactants needed to synthesize it. The reactants are: [CH2:1]([O:8][C:9]1[C:10]2[N:11]([N:16]=[CH:17][CH:18]=2)[CH:12]=[C:13](Br)[CH:14]=1)[C:2]1[CH:7]=[CH:6][CH:5]=[CH:4][CH:3]=1.[CH3:19][N:20]1[CH:24]=[C:23](B2OC(C)(C)C(C)(C)O2)[CH:22]=[N:21]1.[F-].[K+].F[B-](F)(F)F.C([PH+](C(C)(C)C)C(C)(C)C)(C)(C)C.